From a dataset of Catalyst prediction with 721,799 reactions and 888 catalyst types from USPTO. Predict which catalyst facilitates the given reaction. (1) Reactant: [CH3:1][C:2]1[S:3][C:4]2[CH2:18][C@@:17]3([CH3:19])[C@H:8]([C@@H:9]([OH:26])[C@H:10]([OH:25])[C@@H:11]4[C@@H:16]3[CH2:15][CH2:14][C@:13]3([CH3:24])[C:20](=[CH2:23])[CH2:21][CH2:22][C@@H:12]43)[CH2:7][C:5]=2[N:6]=1. Product: [CH:10]([C@@H:11]1[C@@H:16]([C@:17]2([CH3:19])[C@@H:8]([CH:9]=[O:26])[CH2:7][C:5]3[N:6]=[C:2]([CH3:1])[S:3][C:4]=3[CH2:18]2)[CH2:15][CH2:14][C@@:13]2([CH3:24])[C@H:12]1[CH2:22][CH2:21][C:20]2=[CH2:23])=[O:25]. The catalyst class is: 20. (2) Reactant: [H-].[Na+].[F:3][C:4]1[CH:9]=[CH:8][C:7](/[C:10](=[N:16]\[OH:17])/[C:11]([O:13]CC)=[O:12])=[CH:6][CH:5]=1.Cl[CH2:19][C:20]1[CH:39]=[CH:38][C:23]([O:24][CH2:25][C:26]2[N:27]=[C:28]([C:32]3[CH:37]=[CH:36][CH:35]=[CH:34][CH:33]=3)[O:29][C:30]=2[CH3:31])=[CH:22][CH:21]=1.Cl.C(=O)(O)[O-].[Na+]. Product: [F:3][C:4]1[CH:5]=[CH:6][C:7](/[C:10](=[N:16]\[O:17][CH2:19][C:20]2[CH:21]=[CH:22][C:23]([O:24][CH2:25][C:26]3[N:27]=[C:28]([C:32]4[CH:37]=[CH:36][CH:35]=[CH:34][CH:33]=4)[O:29][C:30]=3[CH3:31])=[CH:38][CH:39]=2)/[C:11]([OH:13])=[O:12])=[CH:8][CH:9]=1. The catalyst class is: 9. (3) Reactant: [F-].C([N+](CCCC)(CCCC)CCCC)CCC.[Si]([O:36][CH2:37][CH2:38][O:39][CH2:40][C@H:41]([O:52][C:53]1[N:58]=[CH:57][N:56]=[C:55]2[N:59]([C:62]3[CH:67]=[CH:66][CH:65]=[C:64]([F:68])[C:63]=3[CH3:69])[N:60]=[CH:61][C:54]=12)[C:42]([NH:44][C:45]1[CH:50]=[CH:49][C:48]([Cl:51])=[CH:47][N:46]=1)=[O:43])(C(C)(C)C)(C1C=CC=CC=1)C1C=CC=CC=1.[Cl-].[NH4+]. Product: [Cl:51][C:48]1[CH:49]=[CH:50][C:45]([NH:44][C:42](=[O:43])[C@@H:41]([O:52][C:53]2[C:54]3[CH:61]=[N:60][N:59]([C:62]4[CH:67]=[CH:66][CH:65]=[C:64]([F:68])[C:63]=4[CH3:69])[C:55]=3[N:56]=[CH:57][N:58]=2)[CH2:40][O:39][CH2:38][CH2:37][OH:36])=[N:46][CH:47]=1. The catalyst class is: 49. (4) Reactant: S=[C:2]1[NH:6][C:5]2[CH:7]=[C:8]([C:11]#[N:12])[CH:9]=[CH:10][C:4]=2[O:3]1.S(Cl)([Cl:15])=O. Product: [Cl:15][C:2]1[O:3][C:4]2[CH:10]=[CH:9][C:8]([C:11]#[N:12])=[CH:7][C:5]=2[N:6]=1. The catalyst class is: 85. (5) The catalyst class is: 6. Reactant: [CH3:1][C:2]1([N:12]2[CH2:17][CH2:16][O:15][CH2:14][CH2:13]2)[CH2:11][CH2:10][C:5]2(OCC[O:6]2)[CH2:4][CH2:3]1.Cl. Product: [CH3:1][C:2]1([N:12]2[CH2:17][CH2:16][O:15][CH2:14][CH2:13]2)[CH2:11][CH2:10][C:5](=[O:6])[CH2:4][CH2:3]1. (6) Reactant: [Cl:1][C:2]1[CH:7]=[CH:6][C:5]([CH2:8][C@@H:9]([NH:30]C(OC(C)(C)C)=O)[C:10]([N:12]2[CH2:17][CH2:16][N:15]([C:18]3[CH:23]=[CH:22][CH:21]=[CH:20][C:19]=3[N:24]([CH3:29])[S:25]([CH3:28])(=[O:27])=[O:26])[CH2:14][CH2:13]2)=[O:11])=[CH:4][CH:3]=1.Cl.CCN(C(C)C)C(C)C.[N:48]1([C:61]([O:63][C:64]([CH3:67])([CH3:66])[CH3:65])=[O:62])[CH2:57][C:56]2[C:51](=[CH:52][CH:53]=[CH:54][CH:55]=2)[CH2:50][C@H:49]1[C:58]([OH:60])=O.CCN=C=NCCCN(C)C.CI.C1C=NC2N(O)N=NC=2C=1. Product: [Cl:1][C:2]1[CH:7]=[CH:6][C:5]([CH2:8][C@@H:9]([NH:30][C:58]([CH:49]2[CH2:50][C:51]3[C:56](=[CH:55][CH:54]=[CH:53][CH:52]=3)[CH2:57][N:48]2[C:61]([O:63][C:64]([CH3:67])([CH3:66])[CH3:65])=[O:62])=[O:60])[C:10]([N:12]2[CH2:17][CH2:16][N:15]([C:18]3[CH:23]=[CH:22][CH:21]=[CH:20][C:19]=3[N:24]([CH3:29])[S:25]([CH3:28])(=[O:26])=[O:27])[CH2:14][CH2:13]2)=[O:11])=[CH:4][CH:3]=1. The catalyst class is: 25. (7) Product: [CH3:32][O:31][C:28]1[CH:27]=[CH:26][C:25]([CH2:24][O:23][C:18]2[CH:19]=[CH:20][CH:21]=[CH:22][C:17]=2[C:12]2[N:11]([C:9]3[CH:8]=[N:7][CH:6]=[C:5]([CH:10]=3)[C:4]([OH:33])=[O:3])[C:15]([CH3:16])=[CH:14][CH:13]=2)=[CH:30][CH:29]=1. The catalyst class is: 13. Reactant: C([O:3][C:4](=[O:33])[C:5]1[CH:10]=[C:9]([N:11]2[C:15]([CH3:16])=[CH:14][CH:13]=[C:12]2[C:17]2[CH:22]=[CH:21][CH:20]=[CH:19][C:18]=2[O:23][CH2:24][C:25]2[CH:30]=[CH:29][C:28]([O:31][CH3:32])=[CH:27][CH:26]=2)[CH:8]=[N:7][CH:6]=1)C.C(O)C. (8) Reactant: [CH3:1][C:2]1[CH:7]=[CH:6][CH:5]=[C:4]([CH3:8])[C:3]=1[C:9]1[N:13]2[C:14]3[CH:15]=[CH:16][CH:17]=[CH:18][C:19]=3[C:20]3[CH:21]=[CH:22][C:23]([O:26]C)=[CH:24][C:25]=3[C:12]2=[N:11][CH:10]=1.B(Br)(Br)Br. Product: [CH3:1][C:2]1[CH:7]=[CH:6][CH:5]=[C:4]([CH3:8])[C:3]=1[C:9]1[N:13]2[C:14]3[CH:15]=[CH:16][CH:17]=[CH:18][C:19]=3[C:20]3[CH:21]=[CH:22][C:23]([OH:26])=[CH:24][C:25]=3[C:12]2=[N:11][CH:10]=1. The catalyst class is: 2.